Dataset: Catalyst prediction with 721,799 reactions and 888 catalyst types from USPTO. Task: Predict which catalyst facilitates the given reaction. Reactant: [CH:1]1[CH:2]=[CH:3][C:4]([C@@H:7]([N:15]2[CH2:20][CH2:19][N:18]([CH2:21][CH2:22][O:23][CH2:24][C:25]([OH:27])=[O:26])[CH2:17][CH2:16]2)[C:8]2[CH:9]=[CH:10][C:11]([Cl:14])=[CH:12][CH:13]=2)=[CH:5][CH:6]=1.[ClH:28]. Product: [CH:1]1[CH:2]=[CH:3][C:4]([C@@H:7]([N:15]2[CH2:20][CH2:19][N:18]([CH2:21][CH2:22][O:23][CH2:24][C:25]([OH:27])=[O:26])[CH2:17][CH2:16]2)[C:8]2[CH:9]=[CH:10][C:11]([Cl:14])=[CH:12][CH:13]=2)=[CH:5][CH:6]=1.[ClH:28].[ClH:14]. The catalyst class is: 47.